This data is from Retrosynthesis with 50K atom-mapped reactions and 10 reaction types from USPTO. The task is: Predict the reactants needed to synthesize the given product. (1) Given the product COC(=O)C1(CCNc2ccccc2Cl)CCCN1C(=O)OC(C)(C)C, predict the reactants needed to synthesize it. The reactants are: COC(=O)C1(CC=O)CCCN1C(=O)OC(C)(C)C.Nc1ccccc1Cl. (2) Given the product C[C@@](O)(C(=O)Nc1cccc([N+](=O)[O-])c1Cl)C(F)(F)F, predict the reactants needed to synthesize it. The reactants are: C[C@@](O)(C(=O)O)C(F)(F)F.Nc1cccc([N+](=O)[O-])c1Cl. (3) Given the product CC(=O)N1CCc2nc(Nc3ccc(-c4cnco4)cc3)nc(N3CCc4ccccc43)c2C1, predict the reactants needed to synthesize it. The reactants are: CC(=O)N1CCc2nc(Nc3ccc(-c4cnco4)cc3)nc(OS(=O)(=O)C(F)(F)F)c2C1.c1ccc2c(c1)CCN2. (4) Given the product CC(C)(C)OC(=O)N1CCC[C@@H](OC(=O)c2ccc(-c3ccccc3)cc2)[C@H](NC(=O)c2ccc(O)cc2)C1, predict the reactants needed to synthesize it. The reactants are: CC(C)(C)OC(=O)N1CCC[C@@H](OC(=O)c2ccc(-c3ccccc3)cc2)[C@H](NC(=O)c2ccc(O[Si](C)(C)C(C)(C)C)cc2)C1. (5) Given the product COc1cc(NS(=O)(=O)c2cccc(Cl)c2Cl)c(S(N)(=O)=O)cc1F, predict the reactants needed to synthesize it. The reactants are: COc1cc(N)c(S(N)(=O)=O)cc1F.O=S(=O)(Cl)c1cccc(Cl)c1Cl. (6) Given the product Cn1nc2c(-c3ccc(Cl)cc3Cl)cccc2c1Cl, predict the reactants needed to synthesize it. The reactants are: Cn1nc2c(Br)cccc2c1Cl.OB(O)c1ccc(Cl)cc1Cl.